Dataset: Catalyst prediction with 721,799 reactions and 888 catalyst types from USPTO. Task: Predict which catalyst facilitates the given reaction. (1) Reactant: [CH:1]1([N:5]2[CH2:11][CH2:10][C:9]3[CH:12]=[CH:13][C:14]([NH2:16])=[CH:15][C:8]=3[CH2:7][CH2:6]2)[CH2:4][CH2:3][CH2:2]1.Cl[C:18]1[N:23]=[CH:22][C:21]([C:24]([NH:26][CH3:27])=[O:25])=[CH:20][CH:19]=1.C1(P(C2C=CC=CC=2)C2C=CC3C(=CC=CC=3)C=2C2C3C(=CC=CC=3)C=CC=2P(C2C=CC=CC=2)C2C=CC=CC=2)C=CC=CC=1.C(=O)([O-])[O-].[K+].[K+]. Product: [CH:1]1([N:5]2[CH2:11][CH2:10][C:9]3[CH:12]=[CH:13][C:14]([NH:16][C:18]4[N:23]=[CH:22][C:21]([C:24]([NH:26][CH3:27])=[O:25])=[CH:20][CH:19]=4)=[CH:15][C:8]=3[CH2:7][CH2:6]2)[CH2:4][CH2:3][CH2:2]1. The catalyst class is: 164. (2) Reactant: [Cl:1][C:2]1[CH:3]=[C:4]2[C:9](=[CH:10][CH:11]=1)[CH:8]=[C:7]([S:12]([NH:15][C@H:16]1[CH2:20][CH2:19][N:18]([C@H:21]([CH3:25])[C:22]([OH:24])=O)[C:17]1=[O:26])(=[O:14])=[O:13])[CH:6]=[CH:5]2.Cl.CN(C)CCCN=C=NCC.C1C=CC2N(O)N=NC=2C=1.[NH:49]1[CH2:54][CH2:53][O:52][CH2:51][CH2:50]1. Product: [Cl:1][C:2]1[CH:3]=[C:4]2[C:9](=[CH:10][CH:11]=1)[CH:8]=[C:7]([S:12]([NH:15][C@H:16]1[CH2:20][CH2:19][N:18]([C@H:21]([CH3:25])[C:22]([N:49]3[CH2:54][CH2:53][O:52][CH2:51][CH2:50]3)=[O:24])[C:17]1=[O:26])(=[O:13])=[O:14])[CH:6]=[CH:5]2. The catalyst class is: 347. (3) Reactant: [N+:1]([C:4]1[CH:28]=[CH:27][C:26]([O:29][C:30]([F:33])([F:32])[F:31])=[CH:25][C:5]=1[C:6]([NH:8][CH2:9][C:10]([NH:12][C@@H:13]1[CH2:17][CH2:16][N:15](CC2C=CC=CC=2)[CH2:14]1)=[O:11])=[O:7])([O-])=O.C(O)(=O)C.[H][H]. Product: [NH2:1][C:4]1[CH:28]=[CH:27][C:26]([O:29][C:30]([F:33])([F:31])[F:32])=[CH:25][C:5]=1[C:6]([NH:8][CH2:9][C:10]([NH:12][C@@H:13]1[CH2:17][CH2:16][NH:15][CH2:14]1)=[O:11])=[O:7]. The catalyst class is: 63. (4) Reactant: [CH3:1][O:2][C:3]1[CH:4]=[C:5]([NH:11][C:12]2[N:17]=[C:16]([N:18]3[C:22]([CH3:23])=[CH:21][C:20]([C:24]([F:27])([F:26])[F:25])=[N:19]3)[C:15]([C:28]3[CH:29]=[C:30]([C:36]([OH:38])=O)[C:31]([O:34][CH3:35])=[N:32][CH:33]=3)=[CH:14][N:13]=2)[CH:6]=[C:7]([O:9][CH3:10])[CH:8]=1.[CH3:39][N:40]1[C:44]2[CH:45]=[CH:46][C:47]([S:49]([NH2:52])(=[O:51])=[O:50])=[CH:48][C:43]=2[O:42][C:41]1=[O:53].C(N(CC)CC)C.[I-].ClC1C=CC=C[N+]=1C. Product: [CH3:10][O:9][C:7]1[CH:6]=[C:5]([NH:11][C:12]2[N:17]=[C:16]([N:18]3[C:22]([CH3:23])=[CH:21][C:20]([C:24]([F:25])([F:26])[F:27])=[N:19]3)[C:15]([C:28]3[CH:29]=[C:30]([C:36]([NH:52][S:49]([C:47]4[CH:46]=[CH:45][C:44]5[N:40]([CH3:39])[C:41](=[O:53])[O:42][C:43]=5[CH:48]=4)(=[O:50])=[O:51])=[O:38])[C:31]([O:34][CH3:35])=[N:32][CH:33]=3)=[CH:14][N:13]=2)[CH:4]=[C:3]([O:2][CH3:1])[CH:8]=1. The catalyst class is: 172.